This data is from Forward reaction prediction with 1.9M reactions from USPTO patents (1976-2016). The task is: Predict the product of the given reaction. Given the reactants Br[C:2]1[CH:11]=[CH:10][CH:9]=[C:8]2[C:3]=1[CH2:4][CH2:5][NH:6][CH:7]2[CH3:12].B(O)O, predict the reaction product. The product is: [CH3:12][CH:7]1[C:8]2[C:3](=[C:2]([C:3]3[CH:8]=[CH:7][N:6]=[CH:5][CH:4]=3)[CH:11]=[CH:10][CH:9]=2)[CH2:4][CH2:5][NH:6]1.